Dataset: Catalyst prediction with 721,799 reactions and 888 catalyst types from USPTO. Task: Predict which catalyst facilitates the given reaction. (1) Reactant: Cl.[Cl:2][C:3]1[C:8]2[N:9]([C:30]3[CH:35]=[CH:34][CH:33]=[CH:32][CH:31]=3)[C:10]([C@@H:12]([NH:14][C:15]3[N:23]=[CH:22][N:21]=[C:20]4[C:16]=3[N:17]=[CH:18][N:19]4C3CCCCO3)[CH3:13])=[N:11][C:7]=2[CH:6]=[CH:5][C:4]=1[F:36]. Product: [Cl:2][C:3]1[C:8]2[N:9]([C:30]3[CH:31]=[CH:32][CH:33]=[CH:34][CH:35]=3)[C:10]([CH:12]([NH:14][C:15]3[N:23]=[CH:22][N:21]=[C:20]4[C:16]=3[N:17]=[CH:18][NH:19]4)[CH3:13])=[N:11][C:7]=2[CH:6]=[CH:5][C:4]=1[F:36]. The catalyst class is: 169. (2) Reactant: [Cl:1][C:2]1[N:3]=[C:4]([N:14]2[CH2:19][CH2:18][O:17][CH2:16][CH2:15]2)[C:5]2[N:11]=[C:10]([CH2:12][NH2:13])[CH:9]=[CH:8][C:6]=2[N:7]=1.[CH3:20][C:21]([CH3:26])([CH3:25])[C:22](O)=[O:23].ON1C2C=CC=CC=2N=N1.Cl.CN(C)CCCN=C=NCC.C(N(CC)CC)C. Product: [Cl:1][C:2]1[N:3]=[C:4]([N:14]2[CH2:15][CH2:16][O:17][CH2:18][CH2:19]2)[C:5]2[N:11]=[C:10]([CH2:12][NH:13][C:22](=[O:23])[C:21]([CH3:26])([CH3:25])[CH3:20])[CH:9]=[CH:8][C:6]=2[N:7]=1. The catalyst class is: 9. (3) Reactant: CCOC(/N=N/C(OCC)=O)=O.C1(P(C2C=CC=CC=2)C2C=CC=CC=2)C=CC=CC=1.[C:32]([O:36][C:37]([NH:39][C@H:40]([C:43]([OH:45])=[O:44])[CH2:41]O)=[O:38])([CH3:35])([CH3:34])[CH3:33]. Product: [C:32]([O:36][C:37]([NH:39][C@H:40]1[CH2:41][O:45][C:43]1=[O:44])=[O:38])([CH3:33])([CH3:34])[CH3:35]. The catalyst class is: 577. (4) Reactant: C[O:2][C:3]1[CH:20]=[CH:19][CH:18]=[CH:17][C:4]=1[CH2:5][N:6]1[CH2:15][C:14]2[C:9](=[CH:10][CH:11]=[CH:12][CH:13]=2)[N:8]=[C:7]1[NH2:16].Cl.N1C=CC=CC=1. Product: [NH2:16][C:7]1[N:6]([CH2:5][C:4]2[CH:17]=[CH:18][CH:19]=[CH:20][C:3]=2[OH:2])[CH2:15][C:14]2[C:9](=[CH:10][CH:11]=[CH:12][CH:13]=2)[N:8]=1. The catalyst class is: 6. (5) Reactant: [C:1]([C:3]1[CH:4]=[CH:5][C:6]([OH:13])=[C:7]([CH:12]=1)[CH:8]=[CH:9][CH:10]=[O:11])#[N:2].[CH3:14][O:15][CH2:16]Cl.C(N(CC)CC)C. Product: [C:1]([C:3]1[CH:4]=[CH:5][C:6]([O:13][CH2:14][O:15][CH3:16])=[C:7]([CH:12]=1)[CH:8]=[CH:9][CH:10]=[O:11])#[N:2]. The catalyst class is: 9.